Task: Predict the reactants needed to synthesize the given product.. Dataset: Full USPTO retrosynthesis dataset with 1.9M reactions from patents (1976-2016) (1) Given the product [CH2:28]([O:27][C:25]([N:11]1[CH:10]([C:12]([OH:14])=[O:13])[CH2:9][S:8][C@@H:7]1[C:2]1[CH:3]=[CH:4][CH:5]=[CH:6][N:1]=1)=[O:26])[C:29]1[CH:34]=[CH:33][CH:32]=[CH:31][CH:30]=1, predict the reactants needed to synthesize it. The reactants are: [N:1]1[CH:6]=[CH:5][CH:4]=[CH:3][C:2]=1[C@@H:7]1[NH:11][CH:10]([C:12]([OH:14])=[O:13])[CH2:9][S:8]1.CCN(C(C)C)C(C)C.Cl[C:25]([O:27][CH2:28][C:29]1[CH:34]=[CH:33][CH:32]=[CH:31][CH:30]=1)=[O:26]. (2) The reactants are: [NH:1]1[C:10]2[C:5](=[CH:6][CH:7]=[CH:8][C:9]=2[C:11]([OH:13])=O)[CH2:4][CH2:3][CH2:2]1.[NH2:14][CH2:15][CH2:16][CH2:17][C@H:18]1[O:22][C:21](=[O:23])[N:20]([C:24]2[CH:25]=[CH:26][C:27]3[S:32][CH2:31][C:30](=[O:33])[NH:29][C:28]=3[CH:34]=2)[CH2:19]1. Given the product [O:23]=[C:21]1[N:20]([C:24]2[CH:25]=[CH:26][C:27]3[S:32][CH2:31][C:30](=[O:33])[NH:29][C:28]=3[CH:34]=2)[CH2:19][C@@H:18]([CH2:17][CH2:16][CH2:15][NH:14][C:11]([C:9]2[CH:8]=[CH:7][CH:6]=[C:5]3[C:10]=2[NH:1][CH2:2][CH2:3][CH2:4]3)=[O:13])[O:22]1, predict the reactants needed to synthesize it. (3) Given the product [Br:8][C:5]1[CH:6]=[CH:7][C:2]([N:13]2[CH2:14][CH2:15][CH2:16][N:10]([CH3:9])[CH2:11][CH2:12]2)=[N:3][CH:4]=1, predict the reactants needed to synthesize it. The reactants are: Br[C:2]1[CH:7]=[CH:6][C:5]([Br:8])=[CH:4][N:3]=1.[CH3:9][N:10]1[CH2:16][CH2:15][CH2:14][NH:13][CH2:12][CH2:11]1.C(=O)(O)[O-].[Na+].